This data is from Full USPTO retrosynthesis dataset with 1.9M reactions from patents (1976-2016). The task is: Predict the reactants needed to synthesize the given product. (1) Given the product [CH3:1][O:2][C:3]1[CH:8]=[CH:7][CH:6]=[CH:5][C:4]=1[C:9]1[N:14]=[C:13]([C:15]2[CH:20]=[CH:19][CH:18]=[C:17]([C:24]3[CH:25]=[CH:26][CH:27]=[CH:28][C:23]=3[O:22][CH3:21])[N:16]=2)[CH:12]=[CH:11][CH:10]=1, predict the reactants needed to synthesize it. The reactants are: [CH3:1][O:2][C:3]1[CH:8]=[CH:7][CH:6]=[CH:5][C:4]=1[C:9]1[N:14]=[C:13]([C:15]2[CH:20]=[CH:19][CH:18]=[CH:17][N:16]=2)[CH:12]=[CH:11][CH:10]=1.[CH3:21][O:22][C:23]1[CH:28]=[CH:27][CH:26]=[CH:25][C:24]=1[Li].[Cl-].[NH4+].[Mn]([O-])(=O)(=O)=O.[K+]. (2) Given the product [Cl:21][C:2]1[C:3]([C:17]#[N:18])=[CH:4][N:5]=[C:6]([NH:8][C@H:9]([C:11]2[CH:16]=[CH:15][CH:14]=[CH:13][CH:12]=2)[CH3:10])[N:7]=1, predict the reactants needed to synthesize it. The reactants are: O=[C:2]1[NH:7][C:6]([NH:8][C@H:9]([C:11]2[CH:16]=[CH:15][CH:14]=[CH:13][CH:12]=2)[CH3:10])=[N:5][CH:4]=[C:3]1[C:17]#[N:18].P(Cl)(Cl)([Cl:21])=O. (3) Given the product [OH:8][C:9]1[CH:14]=[CH:13][C:12]([NH:15][C:16]([C:18]2[NH:19][CH:20]=[N:21][CH:22]=2)=[O:17])=[CH:11][CH:10]=1, predict the reactants needed to synthesize it. The reactants are: C([O:8][C:9]1[CH:14]=[CH:13][C:12]([NH:15][C:16]([C:18]2[NH:19][CH:20]=[N:21][CH:22]=2)=[O:17])=[CH:11][CH:10]=1)C1C=CC=CC=1. (4) Given the product [C:6]1([C:12]#[C:13][CH2:15][CH2:16][CH2:17][CH2:18][CH2:19][O:20][CH:21]2[CH2:26][CH2:25][CH2:24][CH2:23][O:22]2)[CH:11]=[CH:10][CH:9]=[CH:8][CH:7]=1, predict the reactants needed to synthesize it. The reactants are: [Li]CCCC.[C:6]1([C:12]#[CH:13])[CH:11]=[CH:10][CH:9]=[CH:8][CH:7]=1.I[CH2:15][CH2:16][CH2:17][CH2:18][CH2:19][O:20][CH:21]1[CH2:26][CH2:25][CH2:24][CH2:23][O:22]1.O.